From a dataset of Full USPTO retrosynthesis dataset with 1.9M reactions from patents (1976-2016). Predict the reactants needed to synthesize the given product. (1) The reactants are: [F:1][C:2]([F:8])([F:7])[C:3]([OH:6])([CH3:5])[CH3:4].F[C:10]1[CH:15]=[CH:14][C:13]([N+:16]([O-:18])=[O:17])=[CH:12][C:11]=1[N:19]1[C:23](=[O:24])[N:22]([CH3:25])[N:21]=[N:20]1. Given the product [F:1][C:2]([F:8])([F:7])[C:3]([CH3:5])([O:6][C:10]1[CH:15]=[CH:14][C:13]([N+:16]([O-:18])=[O:17])=[CH:12][C:11]=1[N:19]1[C:23](=[O:24])[N:22]([CH3:25])[N:21]=[N:20]1)[CH3:4], predict the reactants needed to synthesize it. (2) Given the product [C:1]([O:5][C:6](=[O:33])[NH:7][C:8]1([C:12]2[CH:13]=[CH:14][C:15]([C:18]3[C:23]([C:24]4[CH:25]=[CH:26][CH:27]=[CH:28][CH:29]=4)=[CH:22][C:21]4[NH:30][C:39](=[O:40])[NH:32][CH2:31][C:20]=4[N:19]=3)=[CH:16][CH:17]=2)[CH2:9][CH2:10][CH2:11]1)([CH3:4])([CH3:2])[CH3:3], predict the reactants needed to synthesize it. The reactants are: [C:1]([O:5][C:6](=[O:33])[NH:7][C:8]1([C:12]2[CH:17]=[CH:16][C:15]([C:18]3[C:23]([C:24]4[CH:29]=[CH:28][CH:27]=[CH:26][CH:25]=4)=[CH:22][C:21]([NH2:30])=[C:20]([CH2:31][NH2:32])[N:19]=3)=[CH:14][CH:13]=2)[CH2:11][CH2:10][CH2:9]1)([CH3:4])([CH3:3])[CH3:2].C1N=CN([C:39](N2C=NC=C2)=[O:40])C=1. (3) Given the product [I:37][CH:2]1[CH2:7][CH2:6][CH:5]([C:8]([O:10][CH2:11][CH3:12])=[O:9])[CH2:4][CH2:3]1, predict the reactants needed to synthesize it. The reactants are: O[CH:2]1[CH2:7][CH2:6][CH:5]([C:8]([O:10][CH2:11][CH3:12])=[O:9])[CH2:4][CH2:3]1.N1C=CN=C1.C1(P(C2C=CC=CC=2)C2C=CC=CC=2)C=CC=CC=1.[I:37]I. (4) Given the product [NH:13]1[C:17]2=[N:18][CH:19]=[C:20]([NH:22][C:2]3[C:3]4[C:10]([CH2:11][OH:12])=[CH:9][NH:8][C:4]=4[N:5]=[CH:6][N:7]=3)[CH:21]=[C:16]2[CH:15]=[N:14]1, predict the reactants needed to synthesize it. The reactants are: Cl[C:2]1[C:3]2[C:10]([CH2:11][OH:12])=[CH:9][NH:8][C:4]=2[N:5]=[CH:6][N:7]=1.[NH:13]1[C:17]2=[N:18][CH:19]=[C:20]([NH2:22])[CH:21]=[C:16]2[CH:15]=[N:14]1. (5) Given the product [Br:13][C:14]1[CH:19]=[C:18]([I:11])[C:17]([Br:20])=[CH:16][C:15]=1[I:1], predict the reactants needed to synthesize it. The reactants are: [I:1](O)(=O)(=O)=O.S(=O)(=O)(O)O.[I-:11].[K+].[Br:13][C:14]1[CH:19]=[CH:18][C:17]([Br:20])=[CH:16][CH:15]=1. (6) Given the product [NH2:1][C:2]1[CH:7]=[C:6]([Cl:8])[C:5]([SH:9])=[C:4]([Cl:15])[CH:3]=1, predict the reactants needed to synthesize it. The reactants are: [NH2:1][C:2]1[CH:7]=[C:6]([Cl:8])[C:5]([S:9]C(=O)N(C)C)=[C:4]([Cl:15])[CH:3]=1.[OH-].[K+].Cl. (7) Given the product [CH2:42]([O:44]/[N:45]=[CH:32]/[CH2:31][O:30][C:29]1[CH:28]=[CH:27][C:4]([CH2:5][N:6]2[CH2:7][CH2:8][CH:9]([NH:12][C:13]([C:15]3[O:16][C:17]4[C:22]([C:23](=[O:25])[CH:24]=3)=[CH:21][CH:20]=[C:19]([F:26])[CH:18]=4)=[O:14])[CH2:10][CH2:11]2)=[CH:3][C:2]=1[F:1])[CH3:43], predict the reactants needed to synthesize it. The reactants are: [F:1][C:2]1[CH:3]=[C:4]([CH:27]=[CH:28][C:29]=1[O:30][CH2:31][CH:32]=O)[CH2:5][N:6]1[CH2:11][CH2:10][CH:9]([NH:12][C:13]([C:15]2[O:16][C:17]3[C:22]([C:23](=[O:25])[CH:24]=2)=[CH:21][CH:20]=[C:19]([F:26])[CH:18]=3)=[O:14])[CH2:8][CH2:7]1.CCN(CC)CC.Cl.[CH2:42]([O:44][NH2:45])[CH3:43]. (8) Given the product [C:9]([C:3]1[C:4]([CH3:8])=[CH:5][CH:6]=[CH:7][C:2]=1[CH3:1])#[CH:10], predict the reactants needed to synthesize it. The reactants are: [CH3:1][C:2]1[CH:7]=[CH:6][CH:5]=[C:4]([CH3:8])[C:3]=1[C:9]#[C:10][Si](C(C)C)(C(C)C)C(C)C.[F-].C([N+](CCCC)(CCCC)CCCC)CCC.C(OCC)(=O)C. (9) The reactants are: [F:1][C:2]1[CH:23]=[CH:22][CH:21]=[C:20]([F:24])[C:3]=1[CH2:4][O:5]C1C2N(C(C(O)=O)=C(C)N=2)C=C(C)C=1.Br[C:26]1[CH:27]=[CH:28][C:29]([C:32]#[N:33])=[N:30][CH:31]=1.[C:34](=O)([O-])[O-].[K+].[K+].[N:51]1[C:52]2[C:47](=[CH:46][CH:46]=[C:47]3[C:52]=2[N:51]=[CH:50][CH:49]=[CH:48]3)[CH:48]=[CH:49][CH:50]=1.C[N:55]1[CH2:59][CH2:58]CC1=O. Given the product [F:1][C:2]1[CH:23]=[CH:22][CH:21]=[C:20]([F:24])[C:3]=1[CH2:4][O:5][C:52]1[N:51]2[C:34]([C:26]3[CH:27]=[CH:28][C:29]([C:32]#[N:33])=[N:30][CH:31]=3)=[C:59]([CH3:58])[N:55]=[C:50]2[CH:49]=[CH:48][C:47]=1[CH3:46], predict the reactants needed to synthesize it. (10) Given the product [Cl:17][C:10]1[NH:11][C:5]2[C:6]([N:9]=1)=[N:7][CH:8]=[C:3]([C:2]([F:14])([F:13])[F:1])[CH:4]=2, predict the reactants needed to synthesize it. The reactants are: [F:1][C:2]([F:14])([F:13])[C:3]1[CH:4]=[C:5]2[NH:11][C:10](=O)[NH:9][C:6]2=[N:7][CH:8]=1.O=P(Cl)(Cl)[Cl:17].